This data is from CYP3A4 inhibition data for predicting drug metabolism from PubChem BioAssay. The task is: Regression/Classification. Given a drug SMILES string, predict its absorption, distribution, metabolism, or excretion properties. Task type varies by dataset: regression for continuous measurements (e.g., permeability, clearance, half-life) or binary classification for categorical outcomes (e.g., BBB penetration, CYP inhibition). Dataset: cyp3a4_veith. (1) The molecule is Clc1ccccc1-c1nc(N/N=C/c2cccnc2)c2ccccc2n1. The result is 1 (inhibitor). (2) The drug is COc1ccc2[nH]cc(CCNc3cc(-c4cccnc4)ncn3)c2c1. The result is 1 (inhibitor). (3) The compound is Cc1ccc(C(=O)C(OC(=O)CN2C(=O)c3ccccc3C2=O)c2ccccc2)cc1. The result is 1 (inhibitor). (4) The molecule is COC(=O)C1=C(CSc2nncn2C)NC(=O)NC1c1ccc(F)cc1. The result is 0 (non-inhibitor). (5) The molecule is O=C(O)C1C2CCC(C2)C1C(=O)NCc1ccco1. The result is 0 (non-inhibitor). (6) The compound is O=C(O)CSc1nc2ccccc2[nH]1. The result is 0 (non-inhibitor). (7) The drug is Cc1nc2ccccc2nc(C)c1=NO. The result is 0 (non-inhibitor). (8) The drug is CCCNC(=O)c1c(C)cc(=O)oc1C. The result is 0 (non-inhibitor).